From a dataset of NCI-60 drug combinations with 297,098 pairs across 59 cell lines. Regression. Given two drug SMILES strings and cell line genomic features, predict the synergy score measuring deviation from expected non-interaction effect. (1) Drug 1: C1CCC(CC1)NC(=O)N(CCCl)N=O. Drug 2: CCC1(CC2CC(C3=C(CCN(C2)C1)C4=CC=CC=C4N3)(C5=C(C=C6C(=C5)C78CCN9C7C(C=CC9)(C(C(C8N6C=O)(C(=O)OC)O)OC(=O)C)CC)OC)C(=O)OC)O.OS(=O)(=O)O. Cell line: PC-3. Synergy scores: CSS=10.5, Synergy_ZIP=-4.19, Synergy_Bliss=-0.705, Synergy_Loewe=-10.7, Synergy_HSA=-2.40. (2) Synergy scores: CSS=23.8, Synergy_ZIP=-5.69, Synergy_Bliss=4.63, Synergy_Loewe=4.22, Synergy_HSA=4.69. Cell line: NCI/ADR-RES. Drug 1: COC1=C(C=C2C(=C1)N=CN=C2NC3=CC(=C(C=C3)F)Cl)OCCCN4CCOCC4. Drug 2: C1=NC(=NC(=O)N1C2C(C(C(O2)CO)O)O)N. (3) Drug 1: C1C(C(OC1N2C=NC3=C(N=C(N=C32)Cl)N)CO)O. Drug 2: C1CN(CCN1C(=O)CCBr)C(=O)CCBr. Cell line: KM12. Synergy scores: CSS=38.6, Synergy_ZIP=-4.53, Synergy_Bliss=-3.53, Synergy_Loewe=-26.2, Synergy_HSA=0.162.